From a dataset of Reaction yield outcomes from USPTO patents with 853,638 reactions. Predict the reaction yield, written as a fraction of the theoretical maximum amount of product (1.0 means a 100% yield; for example, 0.34 means a 34% yield). (1) The reactants are [F:1][C:2]1[C:7]2[N:8]=C(C)[S:10][C:6]=2[C:5]([F:12])=[CH:4][C:3]=1[F:13].[ClH:14].O1CCOCC1. The catalyst is C(O)CO.[OH-].[Na+]. The product is [ClH:14].[NH2:8][C:7]1[C:2]([F:1])=[C:3]([F:13])[CH:4]=[C:5]([F:12])[C:6]=1[SH:10]. The yield is 0.730. (2) The reactants are C(OC([N:8]1[CH2:13][CH2:12][CH:11]([C:14]2[CH:19]=[CH:18][C:17]([NH:20][C:21]([C:23]3[N:24](COCC[Si](C)(C)C)[CH:25]=[C:26]([C:28]#[N:29])[N:27]=3)=[O:22])=[C:16]([C:38]3[CH2:43][CH2:42][C:41]([CH3:45])([CH3:44])[CH2:40][CH:39]=3)[CH:15]=2)[CH2:10][CH2:9]1)=O)(C)(C)C.CO.C(O)(C(F)(F)F)=O. The catalyst is C(Cl)Cl. The product is [CH3:44][C:41]1([CH3:45])[CH2:42][CH2:43][C:38]([C:16]2[CH:15]=[C:14]([CH:11]3[CH2:10][CH2:9][NH:8][CH2:13][CH2:12]3)[CH:19]=[CH:18][C:17]=2[NH:20][C:21]([C:23]2[NH:24][CH:25]=[C:26]([C:28]#[N:29])[N:27]=2)=[O:22])=[CH:39][CH2:40]1. The yield is 0.890. (3) The reactants are [F:1][C:2]1[CH:7]=[CH:6][C:5]([C:8]2[O:9][C:10]([C:13]3[C:14]([C:19]4[CH:24]=[CH:23][CH:22]=[CH:21][CH:20]=4)=[N:15][O:16][C:17]=3[CH3:18])=[N:11][N:12]=2)=[C:4]([O:25][CH3:26])[CH:3]=1.BrN1[C:32](=[O:33])CCC1=O.N(C(C)(C)C#N)=NC(C)(C)C#N.C[O-].[Na+]. The catalyst is C(Cl)(Cl)(Cl)Cl.C(OCC)(=O)C. The product is [F:1][C:2]1[CH:7]=[CH:6][C:5]([C:8]2[O:9][C:10]([C:13]3[C:14]([C:19]4[CH:24]=[CH:23][CH:22]=[CH:21][CH:20]=4)=[N:15][O:16][C:17]=3[CH2:18][O:33][CH3:32])=[N:11][N:12]=2)=[C:4]([O:25][CH3:26])[CH:3]=1. The yield is 0.140. (4) The yield is 0.610. The catalyst is C(Cl)Cl.C1COCC1.O. The product is [F:39][C:32]1[C:33]([OH:38])=[CH:34][CH:35]=[C:36]([F:37])[C:31]=1[NH:30][C:4](=[O:6])[C:3]1[C:7]([F:18])=[CH:8][CH:9]=[C:10]([C:11]2[CH:16]=[CH:15][CH:14]=[C:13]([F:17])[CH:12]=2)[C:2]=1[F:1]. The reactants are [F:1][C:2]1[C:10]([C:11]2[CH:16]=[CH:15][CH:14]=[C:13]([F:17])[CH:12]=2)=[CH:9][CH:8]=[C:7]([F:18])[C:3]=1[C:4]([OH:6])=O.C(Cl)(=O)C(Cl)=O.CN(C=O)C.[NH2:30][C:31]1[C:32]([F:39])=[C:33]([OH:38])[CH:34]=[CH:35][C:36]=1[F:37].